From a dataset of Full USPTO retrosynthesis dataset with 1.9M reactions from patents (1976-2016). Predict the reactants needed to synthesize the given product. (1) Given the product [NH2:1][C:2]1[N:7]=[CH:6][N:5]=[C:4]([NH:8][C@H:9]([C:11]2[N:20]([C:21]3[CH:26]=[CH:25][CH:24]=[CH:23][CH:22]=3)[C:19](=[O:27])[C:18]3[C:13](=[CH:14][CH:15]=[CH:16][C:17]=3[Cl:28])[N:12]=2)[CH3:10])[C:3]=1[C:37]#[C:36][C:30]1[CH:35]=[CH:34][CH:33]=[CH:32][CH:31]=1, predict the reactants needed to synthesize it. The reactants are: [NH2:1][C:2]1[N:7]=[CH:6][N:5]=[C:4]([NH:8][C@H:9]([C:11]2[N:20]([C:21]3[CH:26]=[CH:25][CH:24]=[CH:23][CH:22]=3)[C:19](=[O:27])[C:18]3[C:13](=[CH:14][CH:15]=[CH:16][C:17]=3[Cl:28])[N:12]=2)[CH3:10])[C:3]=1I.[C:30]1([C:36]#[CH:37])[CH:35]=[CH:34][CH:33]=[CH:32][CH:31]=1. (2) Given the product [CH:27]1([NH:30][C:24]([C:21]2[CH:22]=[CH:23][C:18]3[N:19]([C:15]([CH2:14][O:13][C:7]4[C:6]5[C:11](=[CH:12][C:3]([O:2][CH3:1])=[CH:4][CH:5]=5)[N:10]=[CH:9][CH:8]=4)=[N:16][N:17]=3)[CH:20]=2)=[O:25])[CH2:29][CH2:28]1, predict the reactants needed to synthesize it. The reactants are: [CH3:1][O:2][C:3]1[CH:12]=[C:11]2[C:6]([C:7]([O:13][CH2:14][C:15]3[N:19]4[CH:20]=[C:21]([C:24](O)=[O:25])[CH:22]=[CH:23][C:18]4=[N:17][N:16]=3)=[CH:8][CH:9]=[N:10]2)=[CH:5][CH:4]=1.[CH:27]1([NH2:30])[CH2:29][CH2:28]1.ON1C2N=CC=CC=2N=N1.Cl.C(N=C=NCCCN(C)C)C.C(N(C(C)C)C(C)C)C. (3) Given the product [NH2:1][C:4]1[CH:5]=[C:6]([CH:11]=[CH:12][CH:13]=1)[C:7]([O:9][CH3:10])=[O:8], predict the reactants needed to synthesize it. The reactants are: [N+:1]([C:4]1[CH:5]=[C:6]([CH:11]=[CH:12][CH:13]=1)[C:7]([O:9][CH3:10])=[O:8])([O-])=O. (4) Given the product [NH2:59][C:13]1[N:12]=[CH:11][C:10]([C:17]2[CH:18]=[CH:19][C:20]([C:23]3[CH:24]=[N:25][N:26]([CH3:28])[CH:27]=3)=[CH:21][CH:22]=2)=[C:9]2[C:14]=1[CH:15]=[CH:16][C:7]([C:5]([N:1]1[CH2:2][CH2:3][CH2:4]1)=[O:6])=[N:8]2, predict the reactants needed to synthesize it. The reactants are: [N:1]1([C:5]([C:7]2[CH:16]=[CH:15][C:14]3[C:9](=[C:10]([C:17]4[CH:22]=[CH:21][C:20]([C:23]5[CH:24]=[N:25][N:26]([CH3:28])[CH:27]=5)=[CH:19][CH:18]=4)[CH:11]=[N:12][CH:13]=3)[N:8]=2)=[O:6])[CH2:4][CH2:3][CH2:2]1.ClC1C=C(C=CC=1)C(OO)=O.C([O-])(O)=O.[Na+].C1(C)C=CC(S(Cl)(=O)=O)=CC=1.C(C[NH2:59])O. (5) Given the product [CH3:29][C:24]1([CH3:30])[C:25]([CH3:28])([CH3:27])[O:26][B:22]([C:7]2[CH:12]=[CH:11][C:10]([CH:13]3[CH2:18][CH2:17][C:16](=[O:19])[CH2:15][CH2:14]3)=[CH:9][CH:8]=2)[O:23]1, predict the reactants needed to synthesize it. The reactants are: FC(F)(F)S(O[C:7]1[CH:12]=[CH:11][C:10]([CH:13]2[CH2:18][CH2:17][C:16](=[O:19])[CH2:15][CH2:14]2)=[CH:9][CH:8]=1)(=O)=O.[B:22]1([B:22]2[O:26][C:25]([CH3:28])([CH3:27])[C:24]([CH3:30])([CH3:29])[O:23]2)[O:26][C:25]([CH3:28])([CH3:27])[C:24]([CH3:30])([CH3:29])[O:23]1.C([O-])(=O)C.[K+]. (6) Given the product [C:64]1([C:61]2([C:58]3[CH:59]=[CH:10][CH:4]=[CH:5][CH:60]=3)[C:35]3[C:34]4=[C:39]([C:17]5[CH:16]=[C:21]([N:8]([C:9]6[CH:10]=[CH:11][CH:12]=[CH:13][CH:14]=6)[C:5]6[CH:4]=[CH:3][CH:2]=[CH:7][CH:6]=6)[CH:20]=[CH:19][C:18]=5[N:40]4[C:41]4[CH:42]=[CH:43][CH:44]=[CH:45][C:46]2=4)[CH:38]=[CH:37][CH:36]=3)[CH:63]=[CH:65][CH:7]=[CH:2][CH:3]=1, predict the reactants needed to synthesize it. The reactants are: Br[C:2]1[CH:7]=[CH:6][C:5]2[N:8]3[C:21]4[CH:20]=[CH:19][CH:18]=[CH:17][C:16]=4C(C4C=CC=CC=4)(C4C=CC=CC=4)[C:14]4[C:9]3=[C:10]([CH:11]=[CH:12][CH:13]=4)[C:4]=2[CH:3]=1.[C:34]1([NH:40][C:41]2[CH:46]=[CH:45][CH:44]=[CH:43][CH:42]=2)[CH:39]=[CH:38][CH:37]=[CH:36][CH:35]=1.N#N.P([C:58]([CH3:61])([CH3:60])[CH3:59])([C:58]([CH3:61])([CH3:60])[CH3:59])[C:58]([CH3:61])([CH3:60])[CH3:59].C[C:63]([O-])([CH3:65])[CH3:64].[Na+].